This data is from Forward reaction prediction with 1.9M reactions from USPTO patents (1976-2016). The task is: Predict the product of the given reaction. (1) Given the reactants [CH3:1][O:2][C:3]1[CH:26]=[CH:25][C:6]([CH2:7][N:8]2[C:12]([NH:13][CH:14]=[C:15]3[C:20](=[O:21])OC(C)(C)OC3=O)=[CH:11][CH:10]=[N:9]2)=[CH:5][CH:4]=1, predict the reaction product. The product is: [CH3:1][O:2][C:3]1[CH:4]=[CH:5][C:6]([CH2:7][N:8]2[C:12]3[N:13]=[CH:14][CH:15]=[C:20]([OH:21])[C:11]=3[CH:10]=[N:9]2)=[CH:25][CH:26]=1. (2) Given the reactants I[C:2]1[CH:7]=[CH:6][CH:5]=[CH:4][N:3]=1.[CH2:8]([N:12]1[CH:17]=[CH:16][CH:15]=[CH:14][C:13]1=[O:18])[CH2:9][C:10]#[CH:11], predict the reaction product. The product is: [CH2:8]([N:12]1[CH:13]=[CH:14][CH:15]=[CH:16][CH2:17]1)[CH2:9][C:10]#[CH:11].[N:3]1[CH:4]=[CH:5][CH:6]=[CH:7][C:2]=1[C:11]#[C:10][CH2:9][CH2:8][N:12]1[CH:17]=[CH:16][CH:15]=[CH:14][C:13]1=[O:18]. (3) Given the reactants CC(C[AlH]CC(C)C)C.[CH3:10][O:11][C:12]1[C:16]([C:17](OCC)=[O:18])=[CH:15][N:14]([C:22]2[CH:27]=[N:26][C:25]([C:28]([F:31])([F:30])[F:29])=[CH:24][N:23]=2)[N:13]=1, predict the reaction product. The product is: [CH3:10][O:11][C:12]1[C:16]([CH2:17][OH:18])=[CH:15][N:14]([C:22]2[CH:27]=[N:26][C:25]([C:28]([F:31])([F:29])[F:30])=[CH:24][N:23]=2)[N:13]=1. (4) Given the reactants [CH3:1][O:2][C:3]1[CH:4]=[CH:5][C:6]2[N:7]([C:9]([C:12]([O:14]CC)=O)=[N:10][N:11]=2)[CH:8]=1.O[Li].O.Cl.Cl.[F:22][C:23]([F:37])([F:36])[C:24]1[CH:29]=[CH:28][CH:27]=[CH:26][C:25]=1[CH:30]1[CH2:35][CH2:34][NH:33][CH2:32][CH2:31]1.F[P-](F)(F)(F)(F)F.N1(O[P+](N(C)C)(N(C)C)N(C)C)C2C=CC=CC=2N=N1.CCN(C(C)C)C(C)C, predict the reaction product. The product is: [CH3:1][O:2][C:3]1[CH:4]=[CH:5][C:6]2[N:7]([C:9]([C:12]([N:33]3[CH2:34][CH2:35][CH:30]([C:25]4[CH:26]=[CH:27][CH:28]=[CH:29][C:24]=4[C:23]([F:22])([F:36])[F:37])[CH2:31][CH2:32]3)=[O:14])=[N:10][N:11]=2)[CH:8]=1. (5) The product is: [CH3:34][NH:35][CH2:6][C@H:7]1[CH2:11][CH2:10][N:9]([C:12]2[C:21]3[C:16](=[N:17][CH:18]=[CH:19][N:20]=3)[CH:15]=[C:14]([C:22]3[CH:23]=[CH:24][C:25]([N:28]4[CH2:33][CH2:32][O:31][CH2:30][CH2:29]4)=[CH:26][CH:27]=3)[N:13]=2)[CH2:8]1. Given the reactants CS(O[CH2:6][C@H:7]1[CH2:11][CH2:10][N:9]([C:12]2[C:21]3[C:16](=[N:17][CH:18]=[CH:19][N:20]=3)[CH:15]=[C:14]([C:22]3[CH:27]=[CH:26][C:25]([N:28]4[CH2:33][CH2:32][O:31][CH2:30][CH2:29]4)=[CH:24][CH:23]=3)[N:13]=2)[CH2:8]1)(=O)=O.[CH3:34][NH2:35], predict the reaction product. (6) The product is: [CH3:27][C:23]1[N:22]=[CH:21][CH:20]=[C:19]2[C:24]=1[CH:25]=[CH:26][C:17]([NH:16][CH2:15][CH2:14][N:11]1[CH2:12][CH2:13][N:8]([CH2:1][CH2:34][C:28]3[CH:33]=[CH:32][CH:31]=[CH:30][CH:29]=3)[CH2:9][CH2:10]1)=[N:18]2. Given the reactants [CH2:1]([N:8]1[CH2:13][CH2:12][N:11]([CH2:14][CH2:15][NH:16][C:17]2[CH:26]=[CH:25][C:24]3[C:19](=[CH:20][CH:21]=[N:22][C:23]=3[CH3:27])[N:18]=2)[CH2:10][CH2:9]1)C1C=CC=CC=1.[C:28]1([CH2:34]C=O)[CH:33]=[CH:32][CH:31]=[CH:30][CH:29]=1, predict the reaction product. (7) Given the reactants CO[C:3](=[O:42])[C:4]1[CH:9]=[CH:8][CH:7]=[C:6]([CH2:10][O:11][C:12]2[CH:17]=[CH:16][C:15]([C:18]3[CH:23]=[C:22]([F:24])[C:21]([F:25])=[CH:20][C:19]=3[F:26])=[CH:14][CH:13]=2)[C:5]=1[NH:27][N:28](C(OC(C)(C)C)=O)[C:29]1[CH:30]=[N:31][CH:32]=[CH:33][CH:34]=1.[ClH:43], predict the reaction product. The product is: [N:31]1[CH:32]=[CH:33][CH:34]=[C:29]([N:28]2[C:3](=[O:42])[C:4]3[C:5](=[C:6]([CH2:10][O:11][C:12]4[CH:13]=[CH:14][C:15]([C:18]5[CH:23]=[C:22]([F:24])[C:21]([F:25])=[CH:20][C:19]=5[F:26])=[CH:16][CH:17]=4)[CH:7]=[CH:8][CH:9]=3)[NH:27]2)[CH:30]=1.[ClH:43].[N:31]1[CH:32]=[CH:33][CH:34]=[C:29]([N:28]2[C:3](=[O:42])[C:4]3[C:5](=[C:6]([CH2:10][O:11][C:12]4[CH:13]=[CH:14][C:15]([C:18]5[CH:23]=[C:22]([F:24])[C:21]([F:25])=[CH:20][C:19]=5[F:26])=[CH:16][CH:17]=4)[CH:7]=[CH:8][CH:9]=3)[NH:27]2)[CH:30]=1. (8) Given the reactants [F:1][C:2]1[CH:30]=[C:29]([NH2:31])[C:28]([F:32])=[CH:27][C:3]=1[O:4][C:5]1[CH:10]=[CH:9][N:8]=[C:7]([N:11]([C:19]([O:21][C:22]([CH3:25])([CH3:24])[CH3:23])=[O:20])[C:12]([O:14][C:15]([CH3:18])([CH3:17])[CH3:16])=[O:13])[C:6]=1I.[CH3:33][N:34]1[CH:38]=[C:37](B2OC(C)(C)C(C)(C)O2)[CH:36]=[N:35]1.C([O-])([O-])=O.[K+].[K+], predict the reaction product. The product is: [NH2:31][C:29]1[C:28]([F:32])=[CH:27][C:3]([O:4][C:5]2[CH:10]=[CH:9][N:8]=[C:7]([N:11]([C:19]([O:21][C:22]([CH3:25])([CH3:24])[CH3:23])=[O:20])[C:12]([O:14][C:15]([CH3:18])([CH3:17])[CH3:16])=[O:13])[C:6]=2[C:37]2[CH:36]=[N:35][N:34]([CH3:33])[CH:38]=2)=[C:2]([F:1])[CH:30]=1. (9) Given the reactants Cl.[C:2]([NH2:5])(=[NH:4])[CH3:3].C[O-].[Na+].[C:9]([C:11]1[CH:16]=[CH:15][CH:14]=[CH:13][C:12]=1[C:17]1[CH:22]=[CH:21][C:20]([CH2:23][CH:24]([C:30](=O)[CH2:31][CH2:32][CH3:33])[C:25](OCC)=[O:26])=[CH:19][CH:18]=1)#[N:10].[Cl-].[NH4+], predict the reaction product. The product is: [CH3:3][C:2]1[NH:4][C:25](=[O:26])[C:24]([CH2:23][C:20]2[CH:21]=[CH:22][C:17]([C:12]3[C:11]([C:9]#[N:10])=[CH:16][CH:15]=[CH:14][CH:13]=3)=[CH:18][CH:19]=2)=[C:30]([CH2:31][CH2:32][CH3:33])[N:5]=1.